This data is from NCI-60 drug combinations with 297,098 pairs across 59 cell lines. The task is: Regression. Given two drug SMILES strings and cell line genomic features, predict the synergy score measuring deviation from expected non-interaction effect. (1) Drug 1: CC(C1=C(C=CC(=C1Cl)F)Cl)OC2=C(N=CC(=C2)C3=CN(N=C3)C4CCNCC4)N. Drug 2: C1=NC(=NC(=O)N1C2C(C(C(O2)CO)O)O)N. Cell line: HL-60(TB). Synergy scores: CSS=32.6, Synergy_ZIP=8.26, Synergy_Bliss=12.5, Synergy_Loewe=6.26, Synergy_HSA=8.85. (2) Drug 1: C1=CC(=CC=C1CCC2=CNC3=C2C(=O)NC(=N3)N)C(=O)NC(CCC(=O)O)C(=O)O. Drug 2: C1C(C(OC1N2C=NC3=C2NC=NCC3O)CO)O. Cell line: NCI-H522. Synergy scores: CSS=45.2, Synergy_ZIP=0.706, Synergy_Bliss=1.69, Synergy_Loewe=-2.82, Synergy_HSA=2.66. (3) Drug 1: CC1=C2C(C(=O)C3(C(CC4C(C3C(C(C2(C)C)(CC1OC(=O)C(C(C5=CC=CC=C5)NC(=O)OC(C)(C)C)O)O)OC(=O)C6=CC=CC=C6)(CO4)OC(=O)C)OC)C)OC. Drug 2: CCCCC(=O)OCC(=O)C1(CC(C2=C(C1)C(=C3C(=C2O)C(=O)C4=C(C3=O)C=CC=C4OC)O)OC5CC(C(C(O5)C)O)NC(=O)C(F)(F)F)O. Cell line: ACHN. Synergy scores: CSS=48.2, Synergy_ZIP=9.35, Synergy_Bliss=9.37, Synergy_Loewe=1.77, Synergy_HSA=11.1.